From a dataset of NCI-60 drug combinations with 297,098 pairs across 59 cell lines. Regression. Given two drug SMILES strings and cell line genomic features, predict the synergy score measuring deviation from expected non-interaction effect. (1) Drug 1: C1CN1P(=S)(N2CC2)N3CC3. Drug 2: C1=CN(C=N1)CC(O)(P(=O)(O)O)P(=O)(O)O. Cell line: MALME-3M. Synergy scores: CSS=0.917, Synergy_ZIP=-1.03, Synergy_Bliss=0.999, Synergy_Loewe=-2.28, Synergy_HSA=-1.03. (2) Drug 1: CC1=C2C(C(=O)C3(C(CC4C(C3C(C(C2(C)C)(CC1OC(=O)C(C(C5=CC=CC=C5)NC(=O)OC(C)(C)C)O)O)OC(=O)C6=CC=CC=C6)(CO4)OC(=O)C)OC)C)OC. Drug 2: CC1CCC2CC(C(=CC=CC=CC(CC(C(=O)C(C(C(=CC(C(=O)CC(OC(=O)C3CCCCN3C(=O)C(=O)C1(O2)O)C(C)CC4CCC(C(C4)OC)O)C)C)O)OC)C)C)C)OC. Cell line: COLO 205. Synergy scores: CSS=69.6, Synergy_ZIP=1.53, Synergy_Bliss=3.56, Synergy_Loewe=0.0158, Synergy_HSA=6.03.